This data is from Forward reaction prediction with 1.9M reactions from USPTO patents (1976-2016). The task is: Predict the product of the given reaction. (1) Given the reactants NC1C=CNN=1.O/[CH:8]=[C:9]1\[C:10](=[O:18])[NH:11][C:12]2[C:17]\1=[CH:16][CH:15]=[CH:14][CH:13]=2.[Br:19][C:20]1[C:21]([NH2:26])=[N:22][O:23][C:24]=1[CH3:25], predict the reaction product. The product is: [Br:19][C:20]1[C:21]([NH:26][CH:8]=[C:9]2[C:17]3[C:12](=[CH:13][CH:14]=[CH:15][CH:16]=3)[NH:11][C:10]2=[O:18])=[N:22][O:23][C:24]=1[CH3:25]. (2) Given the reactants [CH3:1][O:2][C:3]1[CH:8]=[CH:7][C:6]([NH:9][C:10](=[O:21])[CH2:11][C:12]2[CH:17]=[CH:16][C:15]([N+:18]([O-])=O)=[CH:14][CH:13]=2)=[CH:5][CH:4]=1, predict the reaction product. The product is: [NH2:18][C:15]1[CH:14]=[CH:13][C:12]([CH2:11][C:10]([NH:9][C:6]2[CH:5]=[CH:4][C:3]([O:2][CH3:1])=[CH:8][CH:7]=2)=[O:21])=[CH:17][CH:16]=1. (3) Given the reactants [Cl:1][C:2]1[C:10]([C:11]#[N:12])=[CH:9][C:5]([C:6](O)=[O:7])=[C:4]([CH3:13])[N:3]=1.C(Cl)(=O)C([Cl:17])=O, predict the reaction product. The product is: [Cl:1][C:2]1[C:10]([C:11]#[N:12])=[CH:9][C:5]([C:6]([Cl:17])=[O:7])=[C:4]([CH3:13])[N:3]=1. (4) The product is: [F:1][C:2]1[CH:3]=[CH:4][C:5]([CH2:6][N:7]2[C:11]3=[CH:12][N:13]=[C:14]([C:17]([O:19][CH3:20])=[O:18])[C:15]([O:16][S:32]([C:31]([F:44])([F:43])[F:30])(=[O:34])=[O:33])=[C:10]3[CH:9]=[CH:8]2)=[CH:21][CH:22]=1. Given the reactants [F:1][C:2]1[CH:22]=[CH:21][C:5]([CH2:6][N:7]2[C:11]3=[CH:12][N:13]=[C:14]([C:17]([O:19][CH3:20])=[O:18])[C:15]([OH:16])=[C:10]3[CH:9]=[CH:8]2)=[CH:4][CH:3]=1.C(N(CC)CC)C.[F:30][C:31]([F:44])([F:43])[S:32](O[S:32]([C:31]([F:44])([F:43])[F:30])(=[O:34])=[O:33])(=[O:34])=[O:33], predict the reaction product. (5) Given the reactants [F:1][C:2]1[CH:3]=[CH:4][C:5]([O:27][CH3:28])=[C:6]([C:8]2[CH:13]=[CH:12][C:11]([C@H:14]([NH:16]S(C3C=C(C)OC=3C)(=O)=O)[CH3:15])=[CH:10][CH:9]=2)[CH:7]=1.[Cl:29][C:30]1[S:31][C:32]([Cl:39])=[CH:33][C:34]=1[S:35](Cl)(=[O:37])=[O:36].FC1C=CC(OC)=C(C2C=CC(C(N)C)=CC=2)C=1, predict the reaction product. The product is: [F:1][C:2]1[CH:3]=[CH:4][C:5]([O:27][CH3:28])=[C:6]([C:8]2[CH:13]=[CH:12][C:11]([C@H:14]([NH:16][S:35]([C:34]3[CH:33]=[C:32]([Cl:39])[S:31][C:30]=3[Cl:29])(=[O:37])=[O:36])[CH3:15])=[CH:10][CH:9]=2)[CH:7]=1.